From a dataset of Reaction yield outcomes from USPTO patents with 853,638 reactions. Predict the reaction yield, written as a fraction of the theoretical maximum amount of product (1.0 means a 100% yield; for example, 0.34 means a 34% yield). (1) The reactants are [Cl:1][C:2]1[CH:7]=[CH:6][C:5]([CH:8]([C:21]2[CH:26]=[CH:25][C:24]([Cl:27])=[CH:23][CH:22]=2)[N:9]2[CH2:12][C@H:11]([NH:13]C(=O)C(F)(F)F)[C@H:10]2[CH3:20])=[CH:4][CH:3]=1.[OH-].[Na+]. The catalyst is C(O)C. The product is [Cl:1][C:2]1[CH:7]=[CH:6][C:5]([CH:8]([C:21]2[CH:22]=[CH:23][C:24]([Cl:27])=[CH:25][CH:26]=2)[N:9]2[CH2:12][C@H:11]([NH2:13])[C@H:10]2[CH3:20])=[CH:4][CH:3]=1. The yield is 0.910. (2) The reactants are [NH2:1][C:2]1[C:7]([F:8])=[C:6]([F:9])[CH:5]=[CH:4][C:3]=1[OH:10].Cl[CH2:12][C:13](Cl)=[O:14].C([O-])([O-])=O.[K+].[K+]. No catalyst specified. The product is [F:8][C:7]1[C:2]2[NH:1][C:13](=[O:14])[CH2:12][O:10][C:3]=2[CH:4]=[CH:5][C:6]=1[F:9]. The yield is 0.145. (3) The reactants are [BH4-].[Na+].[CH3:3][O:4][C:5]1[CH:10]=[CH:9][C:8]([N:11]2[CH2:16][CH2:15][N:14]([C:17]3[C:18]([CH3:31])=[C:19]([CH3:30])[C:20]4[O:24][C:23]([CH3:26])([CH3:25])[C:22](=[O:27])[C:21]=4[C:28]=3[CH3:29])[CH2:13][CH2:12]2)=[CH:7][CH:6]=1.CO. The catalyst is C1COCC1. The product is [CH3:3][O:4][C:5]1[CH:6]=[CH:7][C:8]([N:11]2[CH2:12][CH2:13][N:14]([C:17]3[C:18]([CH3:31])=[C:19]([CH3:30])[C:20]4[O:24][C:23]([CH3:26])([CH3:25])[CH:22]([OH:27])[C:21]=4[C:28]=3[CH3:29])[CH2:15][CH2:16]2)=[CH:9][CH:10]=1. The yield is 0.900. (4) The reactants are CCCP(=O)=O.[CH2:7]([O:9][C:10]([C:12]1[N:13]([CH3:20])[N:14]=[CH:15][C:16]=1[C:17]([OH:19])=O)=[O:11])[CH3:8].[NH:21]1[CH2:24][CH2:23][CH2:22]1.C(N(CC)C(C)C)(C)C. The catalyst is C(OCC)(=O)C. The product is [CH2:7]([O:9][C:10]([C:12]1[N:13]([CH3:20])[N:14]=[CH:15][C:16]=1[C:17]([N:21]1[CH2:24][CH2:23][CH2:22]1)=[O:19])=[O:11])[CH3:8]. The yield is 0.990. (5) The reactants are [NH2:1][C:2]1[CH:7]=[C:6]([C:8]([O:10][CH3:11])=[O:9])[C:5]([S:12]([CH3:15])(=[O:14])=[O:13])=[CH:4][C:3]=1[N:16]1[CH2:21][CH2:20][N:19]([C:22]([O:24][C:25]([CH3:28])([CH3:27])[CH3:26])=[O:23])[C@H:18]([CH:29]([CH3:31])[CH3:30])[C:17]1=O.CCN(CC)CC.[Si](Cl)(Cl)(Cl)Cl.C([O-])(O)=O.[Na+]. The catalyst is ClCCl. The product is [CH:29]([C@H:18]1[N:19]([C:22]([O:24][C:25]([CH3:28])([CH3:26])[CH3:27])=[O:23])[CH2:20][CH2:21][N:16]2[C:3]3[CH:4]=[C:5]([S:12]([CH3:15])(=[O:13])=[O:14])[C:6]([C:8]([O:10][CH3:11])=[O:9])=[CH:7][C:2]=3[N:1]=[C:17]12)([CH3:30])[CH3:31]. The yield is 0.550. (6) The reactants are Cl[C:2]1[N:3]=[C:4]([N:15]2[CH2:20][CH2:19][O:18][CH2:17][C@@H:16]2[CH3:21])[C:5]2[CH2:10][N:9]([C:11]([O:13][CH3:14])=[O:12])[CH2:8][C:6]=2[N:7]=1.[F:22][C:23]1[CH:24]=[C:25]([NH:38][C:39]([NH:41][CH2:42][CH2:43][OH:44])=[O:40])[CH:26]=[CH:27][C:28]=1B1OC(C)(C)C(C)(C)O1. No catalyst specified. The product is [F:22][C:23]1[CH:24]=[C:25]([NH:38][C:39]([NH:41][CH2:42][CH2:43][OH:44])=[O:40])[CH:26]=[CH:27][C:28]=1[C:2]1[N:3]=[C:4]([N:15]2[CH2:20][CH2:19][O:18][CH2:17][C@@H:16]2[CH3:21])[C:5]2[CH2:10][N:9]([C:11]([O:13][CH3:14])=[O:12])[CH2:8][C:6]=2[N:7]=1. The yield is 0.260. (7) The reactants are [NH2:1][S:2]([C:5]1[CH:6]=[C:7]([CH:11]=[CH:12][CH:13]=1)[C:8]([OH:10])=[O:9])(=[O:4])=[O:3].[CH3:14]O. The yield is 0.980. The product is [NH2:1][S:2]([C:5]1[CH:6]=[C:7]([CH:11]=[CH:12][CH:13]=1)[C:8]([O:10][CH3:14])=[O:9])(=[O:3])=[O:4]. The catalyst is S(=O)(=O)(O)O.CCOC(C)=O.